Dataset: NCI-60 drug combinations with 297,098 pairs across 59 cell lines. Task: Regression. Given two drug SMILES strings and cell line genomic features, predict the synergy score measuring deviation from expected non-interaction effect. (1) Drug 1: CC1=C2C(C(=O)C3(C(CC4C(C3C(C(C2(C)C)(CC1OC(=O)C(C(C5=CC=CC=C5)NC(=O)OC(C)(C)C)O)O)OC(=O)C6=CC=CC=C6)(CO4)OC(=O)C)OC)C)OC. Drug 2: CC12CCC(CC1=CCC3C2CCC4(C3CC=C4C5=CN=CC=C5)C)O. Cell line: BT-549. Synergy scores: CSS=33.1, Synergy_ZIP=1.19, Synergy_Bliss=-2.46, Synergy_Loewe=-33.2, Synergy_HSA=-2.48. (2) Synergy scores: CSS=4.71, Synergy_ZIP=-0.666, Synergy_Bliss=2.08, Synergy_Loewe=-0.740, Synergy_HSA=0.847. Cell line: SNB-75. Drug 1: C1=NC2=C(N1)C(=S)N=C(N2)N. Drug 2: CC1=C(C=C(C=C1)C(=O)NC2=CC(=CC(=C2)C(F)(F)F)N3C=C(N=C3)C)NC4=NC=CC(=N4)C5=CN=CC=C5. (3) Drug 1: CC1CCC2CC(C(=CC=CC=CC(CC(C(=O)C(C(C(=CC(C(=O)CC(OC(=O)C3CCCCN3C(=O)C(=O)C1(O2)O)C(C)CC4CCC(C(C4)OC)OCCO)C)C)O)OC)C)C)C)OC. Drug 2: C1CN(P(=O)(OC1)NCCCl)CCCl. Cell line: NCI/ADR-RES. Synergy scores: CSS=5.08, Synergy_ZIP=-0.168, Synergy_Bliss=5.93, Synergy_Loewe=-1.71, Synergy_HSA=3.36. (4) Drug 1: CN(C)C1=NC(=NC(=N1)N(C)C)N(C)C. Drug 2: CC(C)(C#N)C1=CC(=CC(=C1)CN2C=NC=N2)C(C)(C)C#N. Cell line: SK-OV-3. Synergy scores: CSS=-3.55, Synergy_ZIP=-0.608, Synergy_Bliss=-3.80, Synergy_Loewe=-4.64, Synergy_HSA=-4.46. (5) Drug 1: C1CN1C2=NC(=NC(=N2)N3CC3)N4CC4. Drug 2: C(CCl)NC(=O)N(CCCl)N=O. Cell line: MDA-MB-231. Synergy scores: CSS=31.5, Synergy_ZIP=-12.8, Synergy_Bliss=-6.02, Synergy_Loewe=-0.655, Synergy_HSA=0.228. (6) Drug 1: CC(C1=C(C=CC(=C1Cl)F)Cl)OC2=C(N=CC(=C2)C3=CN(N=C3)C4CCNCC4)N. Drug 2: C1=CC=C(C=C1)NC(=O)CCCCCCC(=O)NO. Cell line: LOX IMVI. Synergy scores: CSS=18.9, Synergy_ZIP=-1.29, Synergy_Bliss=0.872, Synergy_Loewe=3.05, Synergy_HSA=3.89. (7) Drug 1: C1=NC2=C(N=C(N=C2N1C3C(C(C(O3)CO)O)O)F)N. Drug 2: CC1=C2C(C(=O)C3(C(CC4C(C3C(C(C2(C)C)(CC1OC(=O)C(C(C5=CC=CC=C5)NC(=O)C6=CC=CC=C6)O)O)OC(=O)C7=CC=CC=C7)(CO4)OC(=O)C)O)C)OC(=O)C. Cell line: HCT-15. Synergy scores: CSS=-3.92, Synergy_ZIP=1.72, Synergy_Bliss=0.838, Synergy_Loewe=0.442, Synergy_HSA=-1.94. (8) Drug 1: CC12CCC3C(C1CCC2=O)CC(=C)C4=CC(=O)C=CC34C. Cell line: CAKI-1. Drug 2: CC1=C(C(=CC=C1)Cl)NC(=O)C2=CN=C(S2)NC3=CC(=NC(=N3)C)N4CCN(CC4)CCO. Synergy scores: CSS=59.7, Synergy_ZIP=-3.51, Synergy_Bliss=-4.49, Synergy_Loewe=-17.7, Synergy_HSA=-0.386. (9) Drug 1: CN(C)C1=NC(=NC(=N1)N(C)C)N(C)C. Drug 2: CS(=O)(=O)OCCCCOS(=O)(=O)C. Cell line: SK-MEL-5. Synergy scores: CSS=4.23, Synergy_ZIP=2.41, Synergy_Bliss=10.4, Synergy_Loewe=3.23, Synergy_HSA=4.05. (10) Drug 1: C1=CN(C=N1)CC(O)(P(=O)(O)O)P(=O)(O)O. Drug 2: COC1=C2C(=CC3=C1OC=C3)C=CC(=O)O2. Cell line: SK-MEL-5. Synergy scores: CSS=4.18, Synergy_ZIP=9.61, Synergy_Bliss=0.0926, Synergy_Loewe=2.50, Synergy_HSA=1.04.